Dataset: Catalyst prediction with 721,799 reactions and 888 catalyst types from USPTO. Task: Predict which catalyst facilitates the given reaction. (1) Reactant: [C:1]1([CH3:11])[CH:6]=[CH:5][C:4]([S:7](Cl)(=[O:9])=[O:8])=[CH:3][CH:2]=1.[NH2:12][C:13]1[C:14]2[C:21]([I:22])=[CH:20][N:19]([C@@H:23]3[CH2:26][C@H:25]([CH2:27][OH:28])[CH2:24]3)[C:15]=2[N:16]=[CH:17][N:18]=1. Product: [NH2:12][C:13]1[C:14]2[C:21]([I:22])=[CH:20][N:19]([CH:23]3[CH2:24][CH:25]([CH2:27][O:28][S:7]([C:4]4[CH:5]=[CH:6][C:1]([CH3:11])=[CH:2][CH:3]=4)(=[O:9])=[O:8])[CH2:26]3)[C:15]=2[N:16]=[CH:17][N:18]=1. The catalyst class is: 17. (2) Reactant: [C:1]([C:3]1[S:7][C:6]([O:8][C:9]2[CH:10]=[C:11]([CH3:25])[C:12]3[CH:16]([CH2:17][C:18]([O:20][CH2:21][CH3:22])=[O:19])[O:15][B:14]([OH:23])[C:13]=3[CH:24]=2)=[N:5][N:4]=1)#[N:2].Cl.[NH2:27][OH:28].C(N(CC)CC)C. Product: [OH:23][B:14]1[C:13]2[CH:24]=[C:9]([O:8][C:6]3[S:7][C:3]([C:1](=[NH:2])[NH:27][OH:28])=[N:4][N:5]=3)[CH:10]=[C:11]([CH3:25])[C:12]=2[CH:16]([CH2:17][C:18]([O:20][CH2:21][CH3:22])=[O:19])[O:15]1. The catalyst class is: 5.